From a dataset of Full USPTO retrosynthesis dataset with 1.9M reactions from patents (1976-2016). Predict the reactants needed to synthesize the given product. (1) Given the product [NH3:1].[NH:1]([C@@H:2]([CH2:20][C:21]1[C:22]([CH3:29])=[CH:23][C:24]([OH:28])=[CH:25][C:26]=1[CH3:27])[C:3]([NH:5][C@@H:6]([C:8](=[O:19])[NH:9][CH2:10][CH2:11][CH2:12][C:13]1[CH:18]=[CH:17][CH:16]=[CH:15][CH:14]=1)[CH3:7])=[O:4])[C:37]([NH2:38])=[NH:33], predict the reactants needed to synthesize it. The reactants are: [NH2:1][C@@H:2]([CH2:20][C:21]1[C:26]([CH3:27])=[CH:25][C:24]([OH:28])=[CH:23][C:22]=1[CH3:29])[C:3]([NH:5][C@@H:6]([C:8](=[O:19])[NH:9][CH2:10][CH2:11][CH2:12][C:13]1[CH:18]=[CH:17][CH:16]=[CH:15][CH:14]=1)[CH3:7])=[O:4].CC1C=C(C)[N:33]([C:37](N)=[NH:38])N=1.C(N(CC)CC)C. (2) Given the product [Cl:27][C:24]1[CH:25]=[CH:26][C:21]([C:20]([C:4]2[C:3]3[C:2]([C:34]4[S:35][CH:36]=[CH:37][CH:38]=4)=[CH:10][C:9]([F:11])=[CH:8][C:7]=3[N:6]3[CH2:12][CH2:13][CH:14]([CH2:15][C:16]([OH:18])=[O:17])[C:5]=23)=[O:28])=[CH:22][CH:23]=1, predict the reactants needed to synthesize it. The reactants are: Br[C:2]1[C:3]2[C:4]([C:20](=[O:28])[C:21]3[CH:26]=[CH:25][C:24]([Cl:27])=[CH:23][CH:22]=3)=[C:5]3[CH:14]([CH2:15][C:16]([O:18]C)=[O:17])[CH2:13][CH2:12][N:6]3[C:7]=2[CH:8]=[C:9]([F:11])[CH:10]=1.C([Sn](CCCC)(CCCC)[C:34]1[S:35][CH:36]=[CH:37][CH:38]=1)CCC. (3) Given the product [N:18]1[CH:23]=[CH:22][C:21]([C:24]2[N:1]=[C:2]3[CH:7]=[N:6][CH:5]=[CH:4][N:3]3[C:17]=2[NH:16][C:9]([CH3:15])([CH3:8])[CH2:10][C:11]([CH3:14])([CH3:13])[CH3:12])=[CH:20][CH:19]=1, predict the reactants needed to synthesize it. The reactants are: [NH2:1][C:2]1[CH:7]=[N:6][CH:5]=[CH:4][N:3]=1.[CH3:8][C:9]([N+:16]#[C-:17])([CH3:15])[CH2:10][C:11]([CH3:14])([CH3:13])[CH3:12].[N:18]1[CH:23]=[CH:22][C:21]([CH:24]=O)=[CH:20][CH:19]=1.